Dataset: Reaction yield outcomes from USPTO patents with 853,638 reactions. Task: Predict the reaction yield, written as a fraction of the theoretical maximum amount of product (1.0 means a 100% yield; for example, 0.34 means a 34% yield). (1) The reactants are O1CCCC1.C([NH:13][C:14]1[C:15]([CH3:27])=[C:16]([CH3:26])[C:17]2[O:21][C:20]([CH3:23])([CH3:22])[C:19](=[O:24])[C:18]=2[CH:25]=1)C1C=CC=CC=1. The catalyst is [C].[Pd].CO. The product is [NH2:13][C:14]1[C:15]([CH3:27])=[C:16]([CH3:26])[C:17]2[O:21][C:20]([CH3:22])([CH3:23])[C:19](=[O:24])[C:18]=2[CH:25]=1. The yield is 1.00. (2) The reactants are [C:1]([O:5][C:6](=[O:26])[NH:7][C:8]1[S:9][CH2:10][CH2:11][C@@:12]([CH2:24][CH3:25])([C:14]2[CH:19]=[C:18]([N+:20]([O-])=O)[CH:17]=[CH:16][C:15]=2[F:23])[N:13]=1)([CH3:4])([CH3:3])[CH3:2].OCC1(OC[C@@H](O)[C@@H](O)[C@H]1O)O. The catalyst is CO.[Pd]. The product is [C:1]([O:5][C:6](=[O:26])[NH:7][C:8]1[S:9][CH2:10][CH2:11][C@:12]([C:14]2[CH:19]=[C:18]([NH2:20])[CH:17]=[CH:16][C:15]=2[F:23])([CH2:24][CH3:25])[N:13]=1)([CH3:2])([CH3:3])[CH3:4]. The yield is 0.740. (3) The reactants are Cl.[F:2][C:3]([P:12](=[O:19])([O:16][CH2:17][CH3:18])[O:13][CH2:14][CH3:15])([F:11])[C:4]1[CH:9]=[CH:8][C:7]([NH2:10])=[CH:6][CH:5]=1.[N:20]1([C:29]2[O:30][C:31]([CH2:41][CH2:42][C:43](O)=[O:44])=[C:32]([C:34]3[CH:39]=[CH:38][C:37]([Cl:40])=[CH:36][CH:35]=3)[N:33]=2)[C:24]2[CH:25]=[CH:26][CH:27]=[CH:28][C:23]=2[N:22]=[CH:21]1.ON1C2N=CC=CC=2N=N1.C(N=C=NCCCN(C)C)C.Cl. The catalyst is CN(C)C=O. The product is [N:20]1([C:29]2[O:30][C:31]([CH2:41][CH2:42][C:43]([NH:10][C:7]3[CH:8]=[CH:9][C:4]([C:3]([P:12]([O:16][CH2:17][CH3:18])([O:13][CH2:14][CH3:15])=[O:19])([F:2])[F:11])=[CH:5][CH:6]=3)=[O:44])=[C:32]([C:34]3[CH:39]=[CH:38][C:37]([Cl:40])=[CH:36][CH:35]=3)[N:33]=2)[C:24]2[CH:25]=[CH:26][CH:27]=[CH:28][C:23]=2[N:22]=[CH:21]1. The yield is 0.500.